This data is from Forward reaction prediction with 1.9M reactions from USPTO patents (1976-2016). The task is: Predict the product of the given reaction. (1) The product is: [CH2:9]([N:10]1[CH2:15][CH2:14][CH:13]([NH:16][C:17]([C:19]2[NH:20][C:21]3[C:26]([CH:27]=2)=[C:25]([O:28][C:29]2[CH:34]=[CH:33][C:32]([CH3:35])=[CH:31][CH:30]=2)[CH:24]=[CH:23][CH:22]=3)=[O:18])[CH2:12][CH2:11]1)[C:44]1[CH:49]=[CH:48][CH:47]=[CH:46][CH:45]=1. Given the reactants N1(C[CH2:9][N:10]2[CH2:15][CH2:14][CH:13]([NH:16][C:17]([C:19]3[NH:20][C:21]4[C:26]([CH:27]=3)=[C:25]([O:28][C:29]3[CH:34]=[CH:33][C:32]([CH3:35])=[CH:31][CH:30]=3)[CH:24]=[CH:23][CH:22]=4)=[O:18])[CH2:12][CH2:11]2)CCCCCC1.NC1CCN(C[C:44]2[CH:49]=[CH:48][CH:47]=[CH:46][CH:45]=2)CC1.CN(C(ON1N=NC2C=CC=CC1=2)=[N+](C)C)C.[B-](F)(F)(F)F.C(N(C(C)C)C(C)C)C, predict the reaction product. (2) The product is: [CH3:16][O:15][C:12]1[CH:13]=[CH:14][C:9]2[N:8]=[C:6]([C:5]3[CH:18]=[CH:19][C:2]([N:22]([CH3:23])[CH3:21])=[N:3][CH:4]=3)[O:17][C:10]=2[CH:11]=1. Given the reactants Cl[C:2]1[CH:19]=[CH:18][C:5]([C:6]([NH:8][C:9]2[CH:14]=[CH:13][C:12]([O:15][CH3:16])=[CH:11][C:10]=2[OH:17])=O)=[CH:4][N:3]=1.O.[CH3:21][N:22](C=O)[CH3:23], predict the reaction product. (3) Given the reactants [NH2:1][C:2]1[CH:3]=[C:4]2[C:9](=[CH:10][CH:11]=1)[N:8]=[C:7]([CH3:12])[CH:6]=[CH:5]2.[C:13](OC(=O)C)(=[O:15])[CH3:14], predict the reaction product. The product is: [CH3:12][C:7]1[CH:6]=[CH:5][C:4]2[C:9](=[CH:10][CH:11]=[C:2]([NH:1][C:13](=[O:15])[CH3:14])[CH:3]=2)[N:8]=1. (4) Given the reactants CCN=C=NCCCN(C)C.Cl.[Br:13][C:14]1[CH:15]=[C:16]([NH2:21])[C:17]([NH2:20])=[CH:18][CH:19]=1.[C:22]([N:29]1[CH2:36][CH2:35][CH2:34][C@H:30]1[C:31](O)=O)([O:24][C:25]([CH3:28])([CH3:27])[CH3:26])=[O:23].ON1C2C=CC=CC=2N=N1, predict the reaction product. The product is: [Br:13][C:14]1[CH:19]=[CH:18][C:17]2[N:20]=[C:31]([C@@H:30]3[CH2:34][CH2:35][CH2:36][N:29]3[C:22]([O:24][C:25]([CH3:26])([CH3:28])[CH3:27])=[O:23])[NH:21][C:16]=2[CH:15]=1. (5) Given the reactants [F:1][C:2]1[CH:3]=[C:4]([C:8]2[CH:13]=[CH:12][CH:11]=[C:10]([N+:14]([O-])=O)[CH:9]=2)[CH:5]=[CH:6][CH:7]=1, predict the reaction product. The product is: [F:1][C:2]1[CH:3]=[C:4]([C:8]2[CH:13]=[CH:12][CH:11]=[C:10]([NH2:14])[CH:9]=2)[CH:5]=[CH:6][CH:7]=1. (6) Given the reactants N1(C2C=CC(NC3C4N(C=CN=4)C(C4C=CNC(=O)C=4)=CN=3)=CC=2)CCOCC1.Br[C:31]1[N:36]2[CH:37]=[CH:38][N:39]=[C:35]2[C:34]([NH:40][C:41]2[CH:57]=[CH:56][C:44]([C:45]([NH:47][CH2:48][C:49]3[CH:54]=[CH:53][C:52]([OH:55])=[CH:51][CH:50]=3)=[O:46])=[CH:43][CH:42]=2)=[N:33][CH:32]=1.CC1(C)C(C)(C)OB([C:66]2[CH:67]=[N:68][NH:69][CH:70]=2)O1.CC([O-])(C)C.[Na+], predict the reaction product. The product is: [OH:55][C:52]1[CH:53]=[CH:54][C:49]([CH2:48][NH:47][C:45](=[O:46])[C:44]2[CH:56]=[CH:57][C:41]([NH:40][C:34]3[C:35]4[N:36]([CH:37]=[CH:38][N:39]=4)[C:31]([C:66]4[CH:67]=[N:68][NH:69][CH:70]=4)=[CH:32][N:33]=3)=[CH:42][CH:43]=2)=[CH:50][CH:51]=1. (7) Given the reactants [N:1]([C@@H:4]([C@@H:31]([C:38]1[CH:43]=[CH:42][C:41]([Cl:44])=[CH:40][CH:39]=1)[CH:32]1[CH2:37][CH2:36][O:35][CH2:34][CH2:33]1)[C:5]([NH:7][C:8]1[CH:9]=[N:10][CH:11]=[C:12]([F:30])[C:13]=1[CH2:14][CH2:15][CH:16]1[CH2:18][N@@:17]1[S:19]([C:22]1[CH:27]=[CH:26][C:25]([O:28][CH3:29])=[CH:24][CH:23]=1)(=[O:21])=[O:20])=[O:6])=[N+:2]=[N-:3].[NH2:45][CH2:46][C@H:47]([OH:49])[CH3:48], predict the reaction product. The product is: [N:1]([C@@H:4]([C@@H:31]([C:38]1[CH:39]=[CH:40][C:41]([Cl:44])=[CH:42][CH:43]=1)[CH:32]1[CH2:37][CH2:36][O:35][CH2:34][CH2:33]1)[C:5]([NH:7][C:8]1[CH:9]=[N:10][CH:11]=[C:12]([F:30])[C:13]=1[CH2:14][CH2:15][C@H:16]([NH:17][S:19]([C:22]1[CH:23]=[CH:24][C:25]([O:28][CH3:29])=[CH:26][CH:27]=1)(=[O:20])=[O:21])[CH2:18][NH:45][CH2:46][C@H:47]([OH:49])[CH3:48])=[O:6])=[N+:2]=[N-:3]. (8) Given the reactants [C:1]([C:3]1[S:4][C:5]2[C:11]([C:12]#[N:13])=[C:10](/[N:14]=[CH:15]/[N:16](C)C)[CH:9]=[CH:8][C:6]=2[N:7]=1)#[N:2].[O:19]1[C:24]2[CH:25]=[CH:26][C:27](N)=[CH:28][C:23]=2[O:22][CH2:21][CH2:20]1.[K+].[Br-], predict the reaction product. The product is: [O:19]1[CH2:20][CH2:21][O:22][C:23]2[CH:28]=[C:27]([NH:13][C:12]3[C:11]4[C:10](=[CH:9][CH:8]=[C:6]5[N:7]=[C:3]([C:1]#[N:2])[S:4][C:5]5=4)[N:14]=[CH:15][N:16]=3)[CH:26]=[CH:25][C:24]1=2.